Dataset: NCI-60 drug combinations with 297,098 pairs across 59 cell lines. Task: Regression. Given two drug SMILES strings and cell line genomic features, predict the synergy score measuring deviation from expected non-interaction effect. Drug 1: CCN(CC)CCNC(=O)C1=C(NC(=C1C)C=C2C3=C(C=CC(=C3)F)NC2=O)C. Drug 2: CC1C(C(CC(O1)OC2CC(CC3=C2C(=C4C(=C3O)C(=O)C5=C(C4=O)C(=CC=C5)OC)O)(C(=O)CO)O)N)O.Cl. Cell line: SK-MEL-28. Synergy scores: CSS=26.1, Synergy_ZIP=-3.43, Synergy_Bliss=-1.49, Synergy_Loewe=-7.61, Synergy_HSA=-0.703.